Dataset: Full USPTO retrosynthesis dataset with 1.9M reactions from patents (1976-2016). Task: Predict the reactants needed to synthesize the given product. (1) Given the product [NH:7]1[C:8]2[C:13](=[CH:12][CH:11]=[CH:10][CH:9]=2)[C:5]([C:3](=[O:4])[CH:2]([NH:20][C:21]2[CH:26]=[CH:25][CH:24]=[C:23]([O:27][CH3:28])[N:22]=2)[C:14]2[CH:19]=[CH:18][CH:17]=[CH:16][CH:15]=2)=[CH:6]1, predict the reactants needed to synthesize it. The reactants are: Br[CH:2]([C:14]1[CH:19]=[CH:18][CH:17]=[CH:16][CH:15]=1)[C:3]([C:5]1[C:13]2[C:8](=[CH:9][CH:10]=[CH:11][CH:12]=2)[NH:7][CH:6]=1)=[O:4].[NH2:20][C:21]1[CH:26]=[CH:25][CH:24]=[C:23]([O:27][CH3:28])[N:22]=1. (2) Given the product [Br:25][C:26]1[CH:31]=[CH:30][C:29]([S:32]([NH:14][C:13]2[CH:15]=[C:9]([N:4]3[CH2:3][C@H:2]([CH3:1])[NH:7][C@H:6]([CH3:8])[CH2:5]3)[CH:10]=[CH:11][C:12]=2[O:16][CH3:17])(=[O:34])=[O:33])=[CH:28][CH:27]=1, predict the reactants needed to synthesize it. The reactants are: [CH3:1][C@H:2]1[NH:7][C@@H:6]([CH3:8])[CH2:5][N:4]([C:9]2[CH:10]=[CH:11][C:12]([O:16][CH3:17])=[C:13]([CH:15]=2)[NH2:14])[CH2:3]1.CN1CCOCC1.[Br:25][C:26]1[CH:31]=[CH:30][C:29]([S:32](Cl)(=[O:34])=[O:33])=[CH:28][CH:27]=1.